This data is from Reaction yield outcomes from USPTO patents with 853,638 reactions. The task is: Predict the reaction yield, written as a fraction of the theoretical maximum amount of product (1.0 means a 100% yield; for example, 0.34 means a 34% yield). (1) The reactants are [F:1][C:2]1[C:3]([C:18]2[N:22]([CH:23]3[CH2:28][CH2:27][O:26][CH2:25][CH2:24]3)[C:21]([CH3:29])=[N:20][CH:19]=2)=[N:4][C:5]([NH:8][C:9]2[CH:17]=[CH:16][C:12]([C:13]([O-:15])=O)=[CH:11][CH:10]=2)=[N:6][CH:7]=1.[Li+].CN(C(ON1N=NC2C=CC=CC1=2)=[N+](C)C)C.F[P-](F)(F)(F)(F)F.[ClH:55].[F:56][CH:57]1[CH2:62][CH2:61][NH:60][CH2:59][CH2:58]1.CCN(C(C)C)C(C)C. The catalyst is CN(C=O)C. The product is [ClH:55].[F:1][C:2]1[C:3]([C:18]2[N:22]([CH:23]3[CH2:24][CH2:25][O:26][CH2:27][CH2:28]3)[C:21]([CH3:29])=[N:20][CH:19]=2)=[N:4][C:5]([NH:8][C:9]2[CH:10]=[CH:11][C:12]([C:13]([N:60]3[CH2:61][CH2:62][CH:57]([F:56])[CH2:58][CH2:59]3)=[O:15])=[CH:16][CH:17]=2)=[N:6][CH:7]=1. The yield is 0.540. (2) The reactants are F[C:2]1[N:7]=[C:6]([C:8]2[C:16]3[C:11](=[CH:12][N:13]=[C:14]([C:17]4[CH:18]=[N:19][CH:20]=[CH:21][CH:22]=4)[CH:15]=3)[N:10]([CH:23]3[CH2:28][CH2:27][CH2:26][CH2:25][O:24]3)[N:9]=2)[CH:5]=[CH:4][CH:3]=1.[C:29]([O:33][C:34]([NH:36][C:37]1([C:43]([O:45][CH3:46])=[O:44])[CH2:42][CH2:41][NH:40][CH2:39][CH2:38]1)=[O:35])([CH3:32])([CH3:31])[CH3:30]. No catalyst specified. The product is [C:29]([O:33][C:34]([NH:36][C:37]1([C:43]([O:45][CH3:46])=[O:44])[CH2:42][CH2:41][N:40]([C:2]2[CH:3]=[CH:4][CH:5]=[C:6]([C:8]3[C:16]4[C:11](=[CH:12][N:13]=[C:14]([C:17]5[CH:18]=[N:19][CH:20]=[CH:21][CH:22]=5)[CH:15]=4)[N:10]([CH:23]4[CH2:28][CH2:27][CH2:26][CH2:25][O:24]4)[N:9]=3)[N:7]=2)[CH2:39][CH2:38]1)=[O:35])([CH3:32])([CH3:31])[CH3:30]. The yield is 0.670. (3) The reactants are [Cl:1][C:2]1[C:11]2[C:6](=[CH:7][CH:8]=[C:9]([OH:12])[CH:10]=2)[N:5]=[CH:4][N:3]=1.C1(P(C2C=CC=CC=2)C2C=CC=CC=2)C=CC=CC=1.[CH3:32][O:33][CH2:34][CH2:35]O.N(C(OC(C)C)=O)=NC(OC(C)C)=O. The catalyst is ClCCl. The product is [Cl:1][C:2]1[C:11]2[C:6](=[CH:7][CH:8]=[C:9]([O:12][CH2:35][CH2:34][O:33][CH3:32])[CH:10]=2)[N:5]=[CH:4][N:3]=1. The yield is 0.870. (4) The reactants are [N+:1]([C:4]1[CH:5]=[CH:6][C:7]([O:12][CH2:13][CH2:14][CH3:15])=[C:8]([CH:11]=1)[CH:9]=[O:10])([O-:3])=[O:2].OCC1C=C([N+]([O-])=O)C=CC=1O. No catalyst specified. The product is [N+:1]([C:4]1[CH:5]=[CH:6][C:7]([O:12][CH2:13][CH2:14][CH3:15])=[C:8]([CH:11]=1)[CH2:9][OH:10])([O-:3])=[O:2]. The yield is 0.930. (5) The reactants are [OH:1][C:2]1[CH:10]=[CH:9][C:8]2[N:7]3[CH2:11][C@H:12]([CH3:16])[NH:13][C:14](=[O:15])[C:6]3=[CH:5][C:4]=2[CH:3]=1.[CH:17]([N:20]1[CH2:25][CH2:24][CH:23](O)[CH2:22][CH2:21]1)([CH3:19])[CH3:18].C1(P(C2C=CC=CC=2)C2C=CC=CC=2)C=CC=CC=1.C(OC(N=NC(OC(C)(C)C)=O)=O)(C)(C)C. No catalyst specified. The product is [CH:17]([N:20]1[CH2:25][CH2:24][CH:23]([O:1][C:2]2[CH:10]=[CH:9][C:8]3[N:7]4[CH2:11][C@H:12]([CH3:16])[NH:13][C:14](=[O:15])[C:6]4=[CH:5][C:4]=3[CH:3]=2)[CH2:22][CH2:21]1)([CH3:19])[CH3:18]. The yield is 0.460.